This data is from Catalyst prediction with 721,799 reactions and 888 catalyst types from USPTO. The task is: Predict which catalyst facilitates the given reaction. (1) Reactant: [NH2:1][C:2]1[N:3]=[C:4]([C:20]2[CH:25]=[CH:24][CH:23]=[CH:22][CH:21]=2)[C:5]([C:10]2[CH:11]=[CH:12][C:13](=[O:19])[N:14]([CH:16]([CH3:18])[CH3:17])[CH:15]=2)=[N:6][C:7]=1[O:8]C.Cl. Product: [NH2:1][C:2]1[N:3]=[C:4]([C:20]2[CH:21]=[CH:22][CH:23]=[CH:24][CH:25]=2)[C:5]([C:10]2[CH:11]=[CH:12][C:13](=[O:19])[N:14]([CH:16]([CH3:18])[CH3:17])[CH:15]=2)=[N:6][C:7]=1[OH:8]. The catalyst class is: 12. (2) Reactant: C(OC([N:8]1[C:16]2[C:11](=[CH:12][CH:13]=[CH:14][CH:15]=2)[C:10]([CH2:17][CH:18]([N:20]([CH3:33])[S:21]([C:24]2[C:29]([CH3:30])=[CH:28][C:27]([CH3:31])=[CH:26][C:25]=2[CH3:32])(=[O:23])=[O:22])[CH3:19])=[CH:9]1)=O)(C)(C)C. Product: [NH:8]1[C:16]2[C:11](=[CH:12][CH:13]=[CH:14][CH:15]=2)[C:10]([CH2:17][CH:18]([N:20]([CH3:33])[S:21]([C:24]2[C:25]([CH3:32])=[CH:26][C:27]([CH3:31])=[CH:28][C:29]=2[CH3:30])(=[O:22])=[O:23])[CH3:19])=[CH:9]1. The catalyst class is: 68. (3) Reactant: [CH3:1][O:2][C:3](=[O:16])[C:4]1[CH:9]=[C:8]([F:10])[C:7]([O:11][CH2:12][O:13][CH3:14])=[C:6](Br)[CH:5]=1.[CH2:17](OB(C=C)OCCCC)[CH2:18]CC.C(O)C.C(=O)([O-])[O-].[Na+].[Na+]. Product: [CH3:1][O:2][C:3](=[O:16])[C:4]1[CH:5]=[C:6]([CH:17]=[CH2:18])[C:7]([O:11][CH2:12][O:13][CH3:14])=[C:8]([F:10])[CH:9]=1. The catalyst class is: 747. (4) Reactant: [O:1]1[C:10]2[C:5](=[CH:6][CH:7]=[CH:8][CH:9]=2)[C:4](=[O:11])[CH2:3][CH2:2]1.[CH3:12][Si](C)(C)[N-][Si](C)(C)C.[Li+].C([C:24]([O:26][CH2:27][CH3:28])=[O:25])#N. Product: [CH3:12][C:7]1[CH:6]=[C:5]2[C:10](=[CH:9][CH:8]=1)[O:1][CH2:2][CH:3]([C:24]([O:26][CH2:27][CH3:28])=[O:25])[C:4]2=[O:11]. The catalyst class is: 116. (5) Reactant: [C:1]([CH:4]([CH2:8][CH2:9][CH:10]([CH3:12])[CH3:11])[C:5]([OH:7])=O)(=[O:3])[CH3:2].[F:13][C:14]1[CH:15]=[C:16]([CH:20]=[CH:21][CH:22]=1)[CH2:17][CH2:18][NH2:19].CN(C(ON1N=NC2C=CC=CC1=2)=[N+](C)C)C.F[P-](F)(F)(F)(F)F. Product: [C:1]([CH:4]([CH2:8][CH2:9][CH:10]([CH3:12])[CH3:11])[C:5]([NH:19][CH2:18][CH2:17][C:16]1[CH:20]=[CH:21][CH:22]=[C:14]([F:13])[CH:15]=1)=[O:7])(=[O:3])[CH3:2]. The catalyst class is: 3.